Dataset: Catalyst prediction with 721,799 reactions and 888 catalyst types from USPTO. Task: Predict which catalyst facilitates the given reaction. (1) Reactant: [NH2:1][CH:2]([CH2:6][C:7]([F:10])([F:9])[F:8])[C:3]([OH:5])=[O:4].[OH-].[Na+].Cl[C:14]([O:16][CH2:17][C:18]1[CH:23]=[CH:22][CH:21]=[CH:20][CH:19]=1)=[O:15]. Product: [CH2:17]([O:16][C:14]([NH:1][CH:2]([CH2:6][C:7]([F:10])([F:9])[F:8])[C:3]([OH:5])=[O:4])=[O:15])[C:18]1[CH:23]=[CH:22][CH:21]=[CH:20][CH:19]=1. The catalyst class is: 12. (2) Reactant: [Cl-].[Al+3].[Cl-].[Cl-].C(S)CCCCCCCCCCC.[CH3:18][O:19][C:20](=[O:34])[CH2:21][C:22]1[C:26]2[CH:27]=[CH:28][C:29]([O:32]C)=[C:30]([CH3:31])[C:25]=2[S:24][CH:23]=1. Product: [CH3:18][O:19][C:20](=[O:34])[CH2:21][C:22]1[C:26]2[CH:27]=[CH:28][C:29]([OH:32])=[C:30]([CH3:31])[C:25]=2[S:24][CH:23]=1. The catalyst class is: 11. (3) Reactant: [F:1][C:2]1[CH:16]=[C:15]([N+:17]([O-:19])=[O:18])[CH:14]=[CH:13][C:3]=1[O:4][C:5]1[CH:6]=[CH:7][C:8]([O:11]C)=[N:9][CH:10]=1.Cl[Si](C)(C)C.[I-].[Na+]. Product: [F:1][C:2]1[CH:16]=[C:15]([N+:17]([O-:19])=[O:18])[CH:14]=[CH:13][C:3]=1[O:4][C:5]1[CH:6]=[CH:7][C:8](=[O:11])[NH:9][CH:10]=1. The catalyst class is: 10. (4) Reactant: [CH3:13][C:12]([O:11][C:9](O[C:9]([O:11][C:12]([CH3:15])([CH3:14])[CH3:13])=[O:10])=[O:10])([CH3:15])[CH3:14].[NH2:16][CH2:17][CH2:18][OH:19].C(N(CC)CC)C. Product: [C:12]([O:11][C:9](=[O:10])[NH:16][CH2:17][CH2:18][OH:19])([CH3:13])([CH3:14])[CH3:15]. The catalyst class is: 4. (5) Reactant: C(NC(C)C)(C)C.C([Li])CCC.[CH3:13][C:14]1[N:15]([C:20]2[CH:25]=[CH:24][CH:23]=[C:22]([CH3:26])[N:21]=2)[C:16]([CH3:19])=[CH:17][CH:18]=1.[C:27](=[O:29])=[O:28]. Product: [CH3:19][C:16]1[N:15]([C:20]2[N:21]=[C:22]([CH2:26][C:27]([OH:29])=[O:28])[CH:23]=[CH:24][CH:25]=2)[C:14]([CH3:13])=[CH:18][CH:17]=1. The catalyst class is: 7.